Dataset: Full USPTO retrosynthesis dataset with 1.9M reactions from patents (1976-2016). Task: Predict the reactants needed to synthesize the given product. (1) Given the product [C:1]([O:5][C:6](=[O:27])[N:7]([CH2:9][C:10]1[CH:15]=[C:14]([CH2:16][OH:17])[CH:13]=[CH:12][C:11]=1[O:18][C:19]1[CH:24]=[CH:23][C:22]([Cl:25])=[C:21]([Cl:26])[CH:20]=1)[CH3:8])([CH3:4])([CH3:2])[CH3:3], predict the reactants needed to synthesize it. The reactants are: [C:1]([O:5][C:6](=[O:27])[N:7]([CH2:9][C:10]1[CH:15]=[C:14]([CH:16]=[O:17])[CH:13]=[CH:12][C:11]=1[O:18][C:19]1[CH:24]=[CH:23][C:22]([Cl:25])=[C:21]([Cl:26])[CH:20]=1)[CH3:8])([CH3:4])([CH3:3])[CH3:2].[BH4-].[Na+].[OH-].[Na+]. (2) Given the product [CH2:39]([C:41]1[C:57]([F:58])=[CH:56][C:44]([O:45][C:46]2[CH:54]=[CH:53][C:49]([C:50]([N:16]3[CH2:15][CH2:14][NH:13][C:12](=[O:17])[CH:11]3[CH3:10])=[O:51])=[CH:48][C:47]=2[F:55])=[C:43]([OH:59])[CH:42]=1)[CH3:40], predict the reactants needed to synthesize it. The reactants are: C(N(CC)C(C)C)(C)C.[CH3:10][CH:11]1[NH:16][CH2:15][CH2:14][NH:13][C:12]1=[O:17].CCN=C=NCCCN(C)C.C1C=CC2N(O)N=NC=2C=1.[CH2:39]([C:41]1[C:57]([F:58])=[CH:56][C:44]([O:45][C:46]2[CH:54]=[CH:53][C:49]([C:50](O)=[O:51])=[CH:48][C:47]=2[F:55])=[C:43]([O:59]C)[CH:42]=1)[CH3:40]. (3) Given the product [CH3:1][N:2]([CH3:33])[CH2:3][CH2:4][O:5][CH2:6][C:7]1[NH:16][C:15]2[C:14]3[CH:25]=[CH:26][CH:27]=[CH:28][C:13]=3[S:12][C:11]3[CH:29]=[CH:30][CH:31]=[CH:32][C:10]=3[C:9]=2[N:8]=1, predict the reactants needed to synthesize it. The reactants are: [CH3:1][N:2]([CH3:33])[CH2:3][CH2:4][O:5][CH2:6][C:7]1[N:16](COCC[Si](C)(C)C)[C:15]2[C:14]3[CH:25]=[CH:26][CH:27]=[CH:28][C:13]=3[S:12][C:11]3[CH:29]=[CH:30][CH:31]=[CH:32][C:10]=3[C:9]=2[N:8]=1.C(=O)([O-])O.[Na+]. (4) Given the product [Br:24][C:14]1[S:15][C:9]2[CH:8]([CH3:16])[CH2:7][NH:6][CH2:12][CH2:11][C:10]=2[CH:13]=1, predict the reactants needed to synthesize it. The reactants are: C(OC([N:6]1[CH2:12][CH2:11][C:10]2[CH:13]=[CH:14][S:15][C:9]=2[CH:8]([CH3:16])[CH2:7]1)=O)C.C1C(=O)N([Br:24])C(=O)C1. (5) Given the product [CH2:42]1[CH:40]2[CH:36]([C:13]3[O:17][N:18]=[C:19]([NH2:24])[N:14]=3)[CH2:34][N:37]([CH2:38]2)[CH2:41]1, predict the reactants needed to synthesize it. The reactants are: N1CCCC(C(O)=O)C1.CN([C:13]([O:17][N:18]1N=NC2C=CC=[N:24][C:19]1=2)=[N+:14](C)C)C.F[P-](F)(F)(F)(F)F.[CH:34]([N:37]([CH2:41][CH3:42])[CH:38]([CH3:40])C)([CH3:36])C.C(OCC)(=O)C. (6) The reactants are: Br[C:2]1[CH:3]=[C:4]2[C:9](=[CH:10][CH:11]=1)[N:8]=[CH:7][C:6]([C:12]([CH:14]1[CH2:16][CH2:15]1)=[O:13])=[C:5]2[NH:17][C:18]1[CH:19]=[N:20][C:21]([CH2:24][N:25]2[CH2:29][CH2:28][CH2:27][CH2:26]2)=[CH:22][CH:23]=1.[Cl:30][C:31]1[CH:36]=[C:35](B2OC(C)(C)C(C)(C)O2)[CH:34]=[C:33]([Cl:46])[C:32]=1[OH:47]. Given the product [CH:14]1([C:12]([C:6]2[CH:7]=[N:8][C:9]3[C:4]([C:5]=2[NH:17][C:18]2[CH:19]=[N:20][C:21]([CH2:24][N:25]4[CH2:26][CH2:27][CH2:28][CH2:29]4)=[CH:22][CH:23]=2)=[CH:3][C:2]([C:35]2[CH:36]=[C:31]([Cl:30])[C:32]([OH:47])=[C:33]([Cl:46])[CH:34]=2)=[CH:11][CH:10]=3)=[O:13])[CH2:16][CH2:15]1, predict the reactants needed to synthesize it. (7) Given the product [OH:1][C:2]12[CH2:3][C:4]3([C:15]([O:17][CH2:18][CH2:19][CH2:20][CH3:21])=[O:16])[CH2:10][CH:8]([CH2:7][C:6]([C:12]([O:14][CH2:9][CH2:2][CH2:3][CH3:4])=[O:13])([CH2:5]3)[CH2:11]1)[CH2:9]2.[OH:1][C:2]12[CH2:3][C:4]3([C:15]([OH:17])=[O:16])[CH2:10][CH:8]([CH2:7][C:6]([C:12]([OH:14])=[O:13])([CH2:5]3)[CH2:11]1)[CH2:9]2, predict the reactants needed to synthesize it. The reactants are: [OH:1][C:2]12[CH2:11][C:6]3([C:12]([OH:14])=[O:13])[CH2:7][CH:8]([CH2:10][C:4]([C:15]([OH:17])=[O:16])([CH2:5]3)[CH2:3]1)[CH2:9]2.[CH2:18](O)[CH2:19][CH2:20][CH3:21].S(=O)(=O)(O)O. (8) Given the product [C:14]([C:18]1[CH:58]=[CH:57][C:21]([C:22]([NH:24][C@@H:25]([CH2:26][C:27]2[CH:52]=[CH:51][C:30]([C:31]3[O:33][CH:34]=[C:35]([C:37]4[CH:42]=[CH:41][C:40]([O:43][CH2:44][CH2:45][CH2:46][CH2:47][CH2:48][CH2:49][CH3:50])=[CH:39][CH:38]=4)[N:13]=3)=[CH:29][CH:28]=2)[C:53]([O:55][CH3:56])=[O:54])=[O:23])=[CH:20][CH:19]=1)([CH3:17])([CH3:16])[CH3:15], predict the reactants needed to synthesize it. The reactants are: B(F)(F)F.CCOCC.C([NH2:13])(=O)C.[C:14]([C:18]1[CH:58]=[CH:57][C:21]([C:22]([NH:24][C@H:25]([C:53]([O:55][CH3:56])=[O:54])[CH2:26][C:27]2[CH:52]=[CH:51][C:30]([C:31]([O:33][CH2:34][C:35]([C:37]3[CH:42]=[CH:41][C:40]([O:43][CH2:44][CH2:45][CH2:46][CH2:47][CH2:48][CH2:49][CH3:50])=[CH:39][CH:38]=3)=O)=O)=[CH:29][CH:28]=2)=[O:23])=[CH:20][CH:19]=1)([CH3:17])([CH3:16])[CH3:15]. (9) Given the product [F:1][C:2]1[CH:7]=[C:6]([I:8])[CH:5]=[CH:4][C:3]=1[NH:9][C:10]1[C:11]([C:15]([OH:17])=[O:16])=[CH:12][S:13][CH:14]=1, predict the reactants needed to synthesize it. The reactants are: [F:1][C:2]1[CH:7]=[C:6]([I:8])[CH:5]=[CH:4][C:3]=1[NH:9][C:10]1[C:11]([C:15]([O:17]C)=[O:16])=[CH:12][S:13][CH:14]=1.[OH-].[K+].